This data is from hERG potassium channel inhibition data for cardiac toxicity prediction from Karim et al.. The task is: Regression/Classification. Given a drug SMILES string, predict its toxicity properties. Task type varies by dataset: regression for continuous values (e.g., LD50, hERG inhibition percentage) or binary classification for toxic/non-toxic outcomes (e.g., AMES mutagenicity, cardiotoxicity, hepatotoxicity). Dataset: herg_karim. The drug is COC[C@H](Oc1ncnc2c1cnn2-c1ncccc1Cl)C(=O)Nc1ccc(C)cn1. The result is 0 (non-blocker).